Dataset: Human Reference Interactome with 51,813 positive PPI pairs across 8,248 proteins, plus equal number of experimentally-validated negative pairs. Task: Binary Classification. Given two protein amino acid sequences, predict whether they physically interact or not. (1) Protein 1 (ENSG00000240694) has sequence MALALLEDWCRIMSVDEQKSLMVTGIPADFEEAEIQEVLQETLKSLGRYRLLGKIFRKQENANAVLLELLEDTDVSAIPSEVQGKGGVWKVIFKTPNQDTEFLERLNLFLEKEGQTVSGMFRALGQEGVSPATVPCISPELLAHLLGQAMAHAPQPLLPMRYRKLRVFSGSAVPAPEEESFEVWLEQATEIVKEWPVTEAEKKRWLAESLRGPALDLMHIVQADNPSISVEECLEAFKQVFGSLESRRTAQVRYLKTYQEEGEKVSAYVLRLETLLRRAVEKRAIPRRIADQVRLEQVMA.... Protein 2 (ENSG00000204104) has sequence MNAAVVRRTQEALGKVIRRPPLTEKLLSKPPFRYLHDIITEVIRMTGFMKGLYTDAEMKSDNVKDKDAKISFLQKAIDVVVMVSGEPLLAKPARIVAGHEPERTNELLQIIGKCCLNKLSSDDAVRRVLAGEKGEVKGRASLTSRSQELDNKNVREEESRVHKNTEDRGDAEIKERSTSRDRKQKEELKEDRKPREKDKDKEKAKENGGNRHREGERERAKARARPDNERQKDRGNRERDRDSERKKETERKSEGGKEKERLRDRDRERDRDKGKDRDRRRVKNGEHSWDLDREKNREHD.... Result: 0 (the proteins do not interact). (2) Protein 1 (ENSG00000112312) has sequence MNPSMKQKQEEIKENIKNSSVPRRTLKMIQPSASGSLVGRENELSAGLSKRKHRNDHLTSTTSSPGVIVPESSENKNLGGVTQESFDLMIKENPSSQYWKEVAEKRRKALYEALKENEKLHKEIEQKDNEIARLKKENKELAEVAEHVQYMAELIERLNGEPLDNFESLDNQEFDSEEETVEDSLVEDSEIGTCAEGTVSSSTDAKPCI*MNPSMKQKQEEIKENIKNSSVPRRTLKMIQPSASGSLVGRENELSAGLSKRKHRNDHLTSTTSSPGVIVPESSENKNLGGVTQESFDLMI.... Protein 2 (ENSG00000131400) has sequence MSPPPLLQPLLLLLPLLNVEPSGATLIRIPLHRVQPGRRILNLLRGWREPAELPKLGAPSPGDKPIFVPLSNYRDVQYFGEIGLGTPPQNFTVAFDTGSSNLWVPSRRCHFFSVPCWLHHRFDPKASSSFQANGTKFAIQYGTGRVDGILSEDKLTIGGIKGASVIFGEALWEPSLVFAFAHFDGILGLGFPILSVEGVRPPMDVLVEQGLLDKPVFSFYLNRDPEEPDGGELVLGGSDPAHYIPPLTFVPVTVPAYWQIHMERVKVGPGLTLCAKGCAAILDTGTSLITGPTEEIRALH.... Result: 0 (the proteins do not interact). (3) Protein 1 (ENSG00000147465) has sequence MLLATFKLCAGSSYRHMRNMKGLRQQAVMAISQELNRRALGGPTPSTWINQVRRRSSLLGSRLEETLYSDQELAYLQQGEEAMQKALGILSNQEGWKKESQQDNGDKVMSKVVPDVGKVFRLEVVVDQPMERLYEELVERMEAMGEWNPNVKEIKVLQKIGKDTFITHELAAEAAGNLVGPRDFVSVRCAKRRGSTCVLAGMATDFGNMPEQKGVIRAEHGPTCMVLHPLAGSPSKTKLTWLLSIDLKGWLPKSIINQVLSQTQVDFANHLRKRLESHPASEARC*XLRQQAVMAISQEL.... Protein 2 (ENSG00000183723) has sequence MRSGEELDGFEGEASSTSMISGASSPYQPTTEPVSQRRGLAGLRCDPDYLRGALGRLKVAQVILALIAFICIETIMACSPCEGLYFFEFVSCSAFVVTGVLLIMFSLNLHMRIPQINWNLTDLVNTGLSAFLFFIASIVLAALNHRAGAEIAAVIFGFLATAAYAVNTFLAVQKWRVSVRQQSTNDYIRARTESRDVDSRPEIQRLDTFSYSTNVTVRKKSPTNLLSLNHWQLA*MRSGEELDGFEGEASSTSMISGASSPYQPTTEPVSQRRGLAGLRCDPDYLRGALGRLKVAQVILA.... Result: 1 (the proteins interact).